Dataset: Catalyst prediction with 721,799 reactions and 888 catalyst types from USPTO. Task: Predict which catalyst facilitates the given reaction. (1) Product: [CH3:1][C:2]1[N:3]=[CH:4][C:5]([CH2:8][N:9]2[C:26](=[O:27])[CH2:25][S:11][C:10]2=[N:12][C:13]2[CH:14]=[CH:15][C:16]([N:19]3[CH2:24][CH2:23][O:22][CH2:21][CH2:20]3)=[CH:17][CH:18]=2)=[N:6][CH:7]=1. The catalyst class is: 8. Reactant: [CH3:1][C:2]1[N:3]=[CH:4][C:5]([CH2:8][NH:9][C:10]([NH:12][C:13]2[CH:18]=[CH:17][C:16]([N:19]3[CH2:24][CH2:23][O:22][CH2:21][CH2:20]3)=[CH:15][CH:14]=2)=[S:11])=[N:6][CH:7]=1.[CH3:25][C:26]([O-])=[O:27].[Na+].BrCC(OCC)=O. (2) Reactant: [F:1][C:2]1[C:3]([O:24][CH3:25])=[C:4]([C:8]([CH3:23])([CH3:22])[CH2:9][C:10]([C:18]([F:21])([F:20])[F:19])([O:13][Si](C)(C)C)[CH2:11][OH:12])[CH:5]=[CH:6][CH:7]=1.[N+](CCCC)(CCCC)(CCCC)CCCC.[F-].O.O.O.O. Product: [F:1][C:2]1[C:3]([O:24][CH3:25])=[C:4]([C:8]([CH3:23])([CH3:22])[CH2:9][C:10]([C:18]([F:21])([F:20])[F:19])([OH:13])[CH2:11][OH:12])[CH:5]=[CH:6][CH:7]=1. The catalyst class is: 1. (3) Reactant: [F:1][C:2]([F:20])([F:19])[C:3]1[CH:8]=[CH:7][C:6]([C:9]2[C:18]3[C:13](=[CH:14][N:15]=[CH:16][CH:17]=3)[CH2:12][CH2:11][N:10]=2)=[CH:5][CH:4]=1.[BH4-].[Na+]. Product: [F:20][C:2]([F:1])([F:19])[C:3]1[CH:4]=[CH:5][C:6]([CH:9]2[C:18]3[C:13](=[CH:14][N:15]=[CH:16][CH:17]=3)[CH2:12][CH2:11][NH:10]2)=[CH:7][CH:8]=1. The catalyst class is: 5. (4) Reactant: [H-].[Na+].[C:3]([O:13][C:14]([CH3:17])([CH3:16])[CH3:15])(=[O:12])[CH2:4][C:5]([O:7][C:8]([CH3:11])([CH3:10])[CH3:9])=[O:6].Cl[C:19]1[N:24]=[C:23]([O:25][C:26]2[CH:35]=[CH:34][C:33]3[C:28](=[CH:29][CH:30]=[CH:31][CH:32]=3)[CH:27]=2)[N:22]=[C:21]([NH2:36])[N:20]=1. Product: [C:14]([O:13][C:3](=[O:12])[CH:4]([C:21]1([NH2:36])[N:20]=[CH:19][N:24]=[C:23]([O:25][C:26]2[CH:35]=[CH:34][C:33]3[C:28](=[CH:29][CH:30]=[CH:31][CH:32]=3)[CH:27]=2)[NH:22]1)[C:5]([O:7][C:8]([CH3:9])([CH3:10])[CH3:11])=[O:6])([CH3:17])([CH3:16])[CH3:15]. The catalyst class is: 1. (5) Reactant: [Si:1]([C:8]1[S:9][CH:10]=[CH:11][N:12]=1)([C:4]([CH3:7])([CH3:6])[CH3:5])([CH3:3])[CH3:2].[Li]CCCC.[O:18]=[C:19]1[CH2:24][CH2:23][N:22]([C:25]([O:27][CH2:28][C:29]2[CH:34]=[CH:33][CH:32]=[CH:31][CH:30]=2)=[O:26])[CH2:21][CH2:20]1. Product: [Si:1]([C:8]1[S:9][C:10]([C:19]2([OH:18])[CH2:20][CH2:21][N:22]([C:25]([O:27][CH2:28][C:29]3[CH:34]=[CH:33][CH:32]=[CH:31][CH:30]=3)=[O:26])[CH2:23][CH2:24]2)=[CH:11][N:12]=1)([C:4]([CH3:7])([CH3:5])[CH3:6])([CH3:2])[CH3:3]. The catalyst class is: 7. (6) Reactant: [CH3:1][O:2][C:3](=[O:13])[C:4]1[CH:9]=[C:8]([Cl:10])[CH:7]=[C:6]([NH2:11])[C:5]=1[OH:12].[C:14](C1NC=CN=1)(C1NC=CN=1)=[O:15]. Product: [CH3:1][O:2][C:3]([C:4]1[C:5]2[O:12][C:14](=[O:15])[NH:11][C:6]=2[CH:7]=[C:8]([Cl:10])[CH:9]=1)=[O:13]. The catalyst class is: 7. (7) Reactant: [CH2:1]([O:3][C:4](=[O:18])[CH2:5][CH2:6][C:7]([NH:9][CH2:10][C:11]1[CH:16]=[CH:15][C:14]([Br:17])=[CH:13][N:12]=1)=O)[CH3:2].O=P(Cl)(Cl)Cl.[OH-].[Na+]. Product: [CH2:1]([O:3][C:4](=[O:18])[CH2:5][CH2:6][C:7]1[N:12]2[CH:13]=[C:14]([Br:17])[CH:15]=[CH:16][C:11]2=[CH:10][N:9]=1)[CH3:2]. The catalyst class is: 11.